This data is from Full USPTO retrosynthesis dataset with 1.9M reactions from patents (1976-2016). The task is: Predict the reactants needed to synthesize the given product. Given the product [CH2:43]([O:45][C:46](=[O:83])[CH:47]([N:58]1[CH2:69][CH2:68][N:67]([CH2:70][P:71]([O:73][CH2:74][CH3:75])([O:76][CH2:77][CH3:78])=[O:72])[CH2:66][CH2:65][N:64]2[CH2:79][CH2:80][N:61]([C:62](=[O:82])[C:63]2=[O:81])[CH2:60][CH2:59]1)[CH2:48][C:49]1[CH:50]=[CH:51][C:52]([N+:55]([O-:57])=[O:56])=[CH:53][CH:54]=1)[CH3:44].[C:63]([CH2:62][N:61]1[CH2:60][CH2:59][N:58]([CH2:47][C:46]([OH:45])=[O:83])[CH2:69][CH2:68][N:67]([CH2:70][P:71]([OH:76])([OH:73])=[O:72])[CH2:66][CH2:65][N:64]([CH:5]([CH2:6][C:7]2[CH:8]=[CH:9][C:10]([N+:13]([O-:15])=[O:14])=[CH:11][CH:12]=2)[C:4]([OH:3])=[O:17])[CH2:79][CH2:80]1)([OH:81])=[O:20], predict the reactants needed to synthesize it. The reactants are: C([O:3][C:4](=[O:17])[CH:5](Br)[CH2:6][C:7]1[CH:12]=[CH:11][C:10]([N+:13]([O-:15])=[O:14])=[CH:9][CH:8]=1)C.C([O:20]P(CN1CCNCCN2CCN(C(=O)C2=O)CC1)(=O)OCC)C.[CH2:43]([O:45][C:46](=[O:83])[CH:47]([N:58]1[CH2:69][CH2:68][N:67]([CH2:70][P:71]([O:76][CH2:77][CH3:78])([O:73][CH2:74][CH3:75])=[O:72])[CH2:66][CH2:65][N:64]2[CH2:79][CH2:80][N:61]([C:62](=[O:82])[C:63]2=[O:81])[CH2:60][CH2:59]1)[CH2:48][C:49]1[CH:54]=[CH:53][C:52]([N+:55]([O-:57])=[O:56])=[CH:51][CH:50]=1)[CH3:44].Cl.